This data is from Reaction yield outcomes from USPTO patents with 853,638 reactions. The task is: Predict the reaction yield, written as a fraction of the theoretical maximum amount of product (1.0 means a 100% yield; for example, 0.34 means a 34% yield). (1) The reactants are [CH3:1][N:2]([CH3:19])[C:3]([C@@H:5]1[CH2:10][O:9][CH2:8][C:7](=O)[N:6]1[CH2:12][C:13]1[CH:18]=[CH:17][CH:16]=[CH:15][CH:14]=1)=O.[H-].[H-].[H-].[H-].[Li+].[Al+3].O.[OH-].[Na+]. The catalyst is C1COCC1. The product is [CH3:1][N:2]([CH3:19])[CH2:3][C@@H:5]1[CH2:10][O:9][CH2:8][CH2:7][N:6]1[CH2:12][C:13]1[CH:18]=[CH:17][CH:16]=[CH:15][CH:14]=1. The yield is 0.410. (2) The product is [OH:31][C@@H:18]([CH2:19][C:20]([N:22]1[CH2:29][CH2:28][C:25]2([CH2:26][CH2:27]2)[C@H:24]([OH:30])[CH2:23]1)=[O:21])[CH2:17][N:14]1[CH2:15][CH2:16][NH:11][C@@H:12]([CH3:33])[C:13]1=[O:32]. No catalyst specified. The reactants are C(OC([N:11]1[CH2:16][CH2:15][N:14]([CH2:17][C@@H:18]([OH:31])[CH2:19][C:20]([N:22]2[CH2:29][CH2:28][C:25]3([CH2:27][CH2:26]3)[C@H:24]([OH:30])[CH2:23]2)=[O:21])[C:13](=[O:32])[C@@H:12]1[CH3:33])=O)C1C=CC=CC=1.Cl. The yield is 0.640. (3) The reactants are [Cu][C:2]#[N:3].Br[C:5]1[C:10]([N+:11]([O-:13])=[O:12])=[CH:9][C:8]([F:14])=[CH:7][N:6]=1.CCOC(C)=O.[NH4+].[Cl-].[NH4+].[OH-]. The catalyst is CN(C=O)C. The product is [F:14][C:8]1[CH:9]=[C:10]([N+:11]([O-:13])=[O:12])[C:5]([C:2]#[N:3])=[N:6][CH:7]=1. The yield is 0.600. (4) The reactants are [C:1](Cl)(=[O:4])[CH:2]=[CH2:3].[CH3:6][O:7][C:8]1[CH:13]=[C:12]([N:14]2[CH2:19][CH2:18][N:17]([CH3:20])[CH2:16][CH2:15]2)[C:11]([NH2:21])=[CH:10][C:9]=1[NH:22][C:23]1[N:28]=[C:27]([C:29]2[C:37]3[C:32](=[CH:33][CH:34]=[CH:35][CH:36]=3)[N:31]([CH3:38])[CH:30]=2)[C:26]([CH3:39])=[CH:25][N:24]=1.CCN(C(C)C)C(C)C. The catalyst is C1COCC1.O.C(Cl)Cl.C(OCC)C. The product is [CH3:6][O:7][C:8]1[C:9]([NH:22][C:23]2[N:28]=[C:27]([C:29]3[C:37]4[C:32](=[CH:33][CH:34]=[CH:35][CH:36]=4)[N:31]([CH3:38])[CH:30]=3)[C:26]([CH3:39])=[CH:25][N:24]=2)=[CH:10][C:11]([NH:21][C:1](=[O:4])[CH:2]=[CH2:3])=[C:12]([N:14]2[CH2:19][CH2:18][N:17]([CH3:20])[CH2:16][CH2:15]2)[CH:13]=1. The yield is 0.520. (5) The reactants are [C:1]([O:5][C:6]([NH:8][C@H:9]1[CH2:14][CH2:13][CH2:12][CH2:11][C@H:10]1[NH:15][C:16]1[N:21]=[C:20](Cl)[C:19]2[C:23](=[O:33])[N:24]([C:26]([O:28][C:29]([CH3:32])([CH3:31])[CH3:30])=[O:27])[CH2:25][C:18]=2[C:17]=1[F:34])=[O:7])([CH3:4])([CH3:3])[CH3:2].C([Sn](CCCC)(CCCC)[C:40]1[S:48][C:43]2=[N:44][CH:45]=[CH:46][CH:47]=[C:42]2[CH:41]=1)CCC. The catalyst is C1(C)C=CC=CC=1.CCOC(C)=O.C([O-])(O)=O.[Na+].C1C=CC([P]([Pd]([P](C2C=CC=CC=2)(C2C=CC=CC=2)C2C=CC=CC=2)([P](C2C=CC=CC=2)(C2C=CC=CC=2)C2C=CC=CC=2)[P](C2C=CC=CC=2)(C2C=CC=CC=2)C2C=CC=CC=2)(C2C=CC=CC=2)C2C=CC=CC=2)=CC=1. The product is [C:1]([O:5][C:6]([NH:8][C@H:9]1[CH2:14][CH2:13][CH2:12][CH2:11][C@H:10]1[NH:15][C:16]1[N:21]=[C:20]([C:40]2[S:48][C:43]3=[N:44][CH:45]=[CH:46][CH:47]=[C:42]3[CH:41]=2)[C:19]2[C:23](=[O:33])[N:24]([C:26]([O:28][C:29]([CH3:32])([CH3:31])[CH3:30])=[O:27])[CH2:25][C:18]=2[C:17]=1[F:34])=[O:7])([CH3:4])([CH3:3])[CH3:2]. The yield is 0.350. (6) The catalyst is C(O)C.C1(C)C=CC=CC=1.C1C=CC([P]([Pd]([P](C2C=CC=CC=2)(C2C=CC=CC=2)C2C=CC=CC=2)([P](C2C=CC=CC=2)(C2C=CC=CC=2)C2C=CC=CC=2)[P](C2C=CC=CC=2)(C2C=CC=CC=2)C2C=CC=CC=2)(C2C=CC=CC=2)C2C=CC=CC=2)=CC=1. The reactants are FC(F)(F)S(O[C:7]1[CH2:8][C@H:9]2[C:15](=[O:16])[N:14]([CH2:17][O:18][CH2:19][CH2:20][Si:21]([CH3:24])([CH3:23])[CH3:22])[C:13]3[CH:25]=[C:26]([O:31][CH2:32][CH2:33][CH2:34][O:35][C:36]4[C:37]([O:67][CH3:68])=[CH:38][C:39]5[C:45](=[O:46])[N:44]6[CH:47]=[C:48]([C:50]7[CH:55]=[CH:54][C:53]([NH2:56])=[CH:52][CH:51]=7)[CH2:49][C@H:43]6[C:42](=[O:57])[N:41]([CH2:58][O:59][CH2:60][CH2:61][Si:62]([CH3:65])([CH3:64])[CH3:63])[C:40]=5[CH:66]=4)[C:27]([O:29][CH3:30])=[CH:28][C:12]=3[C:11](=[O:69])[N:10]2[CH:70]=1)(=O)=O.[OH2:73]. The product is [NH2:56][C:53]1[CH:54]=[CH:55][C:50]([C:48]2[CH2:49][C@@H:43]3[N:44]([CH:47]=2)[C:45](=[O:46])[C:39]2[CH:38]=[C:37]([O:67][CH3:68])[C:36]([O:35][CH2:34][CH2:33][CH2:32][O:31][C:26]4[C:27]([O:29][CH3:30])=[CH:28][C:12]5[C:11](=[O:69])[N:10]6[CH:70]=[C:7]([C:25]7[CH:13]=[CH:12][C:28]8[O:73][CH2:30][O:29][C:27]=8[CH:26]=7)[CH2:8][C@H:9]6[C:15](=[O:16])[N:14]([CH2:17][O:18][CH2:19][CH2:20][Si:21]([CH3:22])([CH3:23])[CH3:24])[C:13]=5[CH:25]=4)=[CH:66][C:40]=2[N:41]([CH2:58][O:59][CH2:60][CH2:61][Si:62]([CH3:64])([CH3:65])[CH3:63])[C:42]3=[O:57])=[CH:51][CH:52]=1. The yield is 0.710. (7) The product is [OH:2][CH2:1][C:3]1[CH:4]=[N:5][C:6]2[C:11]([CH:12]=1)=[CH:10][CH:9]=[C:8]([NH:13][C:14](=[O:23])[O:15][CH2:16][C:17]1[CH:18]=[CH:19][CH:20]=[CH:21][CH:22]=1)[CH:7]=2. The yield is 0.640. The reactants are [CH:1]([C:3]1[CH:4]=[N:5][C:6]2[C:11]([CH:12]=1)=[CH:10][CH:9]=[C:8]([NH:13][C:14](=[O:23])[O:15][CH2:16][C:17]1[CH:22]=[CH:21][CH:20]=[CH:19][CH:18]=1)[CH:7]=2)=[O:2].C1COCC1.[BH4-].[Na+].Cl. The catalyst is O.CO.